This data is from Reaction yield outcomes from USPTO patents with 853,638 reactions. The task is: Predict the reaction yield, written as a fraction of the theoretical maximum amount of product (1.0 means a 100% yield; for example, 0.34 means a 34% yield). (1) The reactants are [CH3:1][C:2]1[CH:22]=[CH:21][C:20]([N+:23]([O-])=O)=[CH:19][C:3]=1[C:4]([NH:6][C@@H:7]([C:9]1[C:18]2[C:13](=[CH:14][CH:15]=[CH:16][CH:17]=2)[CH:12]=[CH:11][CH:10]=1)[CH3:8])=[O:5]. The catalyst is CCOC(C)=O.CO.[Pd]. The product is [NH2:23][C:20]1[CH:21]=[CH:22][C:2]([CH3:1])=[C:3]([CH:19]=1)[C:4]([NH:6][C@@H:7]([C:9]1[C:18]2[C:13](=[CH:14][CH:15]=[CH:16][CH:17]=2)[CH:12]=[CH:11][CH:10]=1)[CH3:8])=[O:5]. The yield is 0.800. (2) The reactants are Cl.[NH2:2][C@H:3]1[CH2:8][CH2:7][C@H:6]([OH:9])[CH2:5][CH2:4]1.C([O-])([O-])=O.[Na+].[Na+].Cl[C:17]([O:19][CH2:20][C:21]1[CH:26]=[CH:25][CH:24]=[CH:23][CH:22]=1)=[O:18]. The catalyst is C1COCC1.O.CCOC(C)=O. The product is [CH2:20]([O:19][C:17](=[O:18])[NH:2][C@H:3]1[CH2:8][CH2:7][C@H:6]([OH:9])[CH2:5][CH2:4]1)[C:21]1[CH:26]=[CH:25][CH:24]=[CH:23][CH:22]=1. The yield is 0.980. (3) The reactants are Cl[C:2]1[N:7]=[C:6]([NH:8][C:9]2[CH:14]=[CH:13][CH:12]=[CH:11][C:10]=2[S:15]([CH:18]([CH3:20])[CH3:19])(=[O:17])=[O:16])[C:5]([Cl:21])=[CH:4][N:3]=1.[CH3:22][P:23]([C:26]1[N:27]=[C:28]([O:33][CH3:34])[C:29]([NH2:32])=[N:30][CH:31]=1)([CH3:25])=[O:24].CC1(C)C2C(=C(P(C3C=CC=CC=3)C3C=CC=CC=3)C=CC=2)OC2C(P(C3C=CC=CC=3)C3C=CC=CC=3)=CC=CC1=2.C(=O)([O-])[O-].[Cs+].[Cs+]. The catalyst is C1C=CC(/C=C/C(/C=C/C2C=CC=CC=2)=O)=CC=1.C1C=CC(/C=C/C(/C=C/C2C=CC=CC=2)=O)=CC=1.C1C=CC(/C=C/C(/C=C/C2C=CC=CC=2)=O)=CC=1.C(Cl)(Cl)Cl.[Pd].[Pd].O1CCOCC1. The product is [Cl:21][C:5]1[C:6]([NH:8][C:9]2[CH:14]=[CH:13][CH:12]=[CH:11][C:10]=2[S:15]([CH:18]([CH3:20])[CH3:19])(=[O:17])=[O:16])=[N:7][C:2]([NH:32][C:29]2[C:28]([O:33][CH3:34])=[N:27][C:26]([P:23]([CH3:22])([CH3:25])=[O:24])=[CH:31][N:30]=2)=[N:3][CH:4]=1. The yield is 0.0600. (4) The reactants are C[O:2][C:3]([C:5]1[CH:14]=[C:13]2[C:8]([C:9]([N:15]3[CH2:20][CH2:19][N:18]([C:21]([NH:23][C:24]4[CH:29]=[CH:28][C:27]([O:30][C:31]5[CH:36]=[CH:35][CH:34]=[CH:33][CH:32]=5)=[CH:26][CH:25]=4)=[O:22])[CH2:17][CH2:16]3)=[N:10][CH:11]=[N:12]2)=[CH:7][CH:6]=1)=[O:4].[OH-].[Na+].Cl. The catalyst is CO. The product is [C:3]([C:5]1[CH:14]=[C:13]2[C:8]([C:9]([N:15]3[CH2:16][CH2:17][N:18]([C:21]([NH:23][C:24]4[CH:29]=[CH:28][C:27]([O:30][C:31]5[CH:36]=[CH:35][CH:34]=[CH:33][CH:32]=5)=[CH:26][CH:25]=4)=[O:22])[CH2:19][CH2:20]3)=[N:10][CH:11]=[N:12]2)=[CH:7][CH:6]=1)([OH:4])=[O:2]. The yield is 0.370. (5) The reactants are [SH:1][CH2:2][CH2:3][C:4]([OH:6])=[O:5].[F:7][C:8]([F:12])([F:11])[CH:9]=[CH2:10]. The catalyst is C1(C)C=CC=CC=1. The product is [F:7][C:8]([F:12])([F:11])[CH2:9][CH2:10][S:1][CH2:2][CH2:3][C:4]([OH:6])=[O:5]. The yield is 0.760. (6) The reactants are [C:1]1([CH:7]2[CH2:12][N:11](C(OC(C)(C)C)=O)[CH2:10][CH2:9][N:8]2[C:20]([O:22][CH2:23][C:24]2[CH:29]=[CH:28][CH:27]=[CH:26][CH:25]=2)=[O:21])[CH:6]=[CH:5][CH:4]=[CH:3][CH:2]=1.FC(F)(F)C(O)=O. The catalyst is ClCCl. The product is [C:1]1([CH:7]2[CH2:12][NH:11][CH2:10][CH2:9][N:8]2[C:20]([O:22][CH2:23][C:24]2[CH:25]=[CH:26][CH:27]=[CH:28][CH:29]=2)=[O:21])[CH:2]=[CH:3][CH:4]=[CH:5][CH:6]=1. The yield is 0.940. (7) The reactants are [Cl:1][C:2]1[N:7]=[C:6]([O:8][C:9]2[CH:10]=[C:11]([CH:15]=[C:16]([CH3:18])[CH:17]=2)[CH:12]=[N:13]O)[C:5]([CH:19]([CH3:21])[CH3:20])=[C:4]([Cl:22])[N:3]=1.C1(P(C2C=CC=CC=2)C2C=CC=CC=2)C=CC=CC=1.C(Cl)(Cl)(Cl)Cl. The catalyst is C(#N)C.CCOCC. The product is [Cl:1][C:2]1[N:7]=[C:6]([O:8][C:9]2[CH:10]=[C:11]([CH:15]=[C:16]([CH3:18])[CH:17]=2)[C:12]#[N:13])[C:5]([CH:19]([CH3:20])[CH3:21])=[C:4]([Cl:22])[N:3]=1. The yield is 0.940.